This data is from Peptide-MHC class I binding affinity with 185,985 pairs from IEDB/IMGT. The task is: Regression. Given a peptide amino acid sequence and an MHC pseudo amino acid sequence, predict their binding affinity value. This is MHC class I binding data. (1) The peptide sequence is NESGRLIDF. The MHC is HLA-B46:01 with pseudo-sequence HLA-B46:01. The binding affinity (normalized) is 0.0847. (2) The peptide sequence is AACIVGCENV. The MHC is HLA-A02:01 with pseudo-sequence HLA-A02:01. The binding affinity (normalized) is 0.0530. (3) The peptide sequence is CDYLVGEERQM. The MHC is H-2-Kd with pseudo-sequence H-2-Kd. The binding affinity (normalized) is 0. (4) The binding affinity (normalized) is 0. The MHC is HLA-B53:01 with pseudo-sequence HLA-B53:01. The peptide sequence is QPFLQPQL. (5) The peptide sequence is ARYSNFAWY. The MHC is HLA-B27:05 with pseudo-sequence HLA-B27:05. The binding affinity (normalized) is 0.622. (6) The peptide sequence is LLDTASALY. The MHC is Mamu-A02 with pseudo-sequence Mamu-A02. The binding affinity (normalized) is 0.527.